Predict the product of the given reaction. From a dataset of Forward reaction prediction with 1.9M reactions from USPTO patents (1976-2016). (1) Given the reactants [CH3:1][O:2][C:3]1[CH:4]=[C:5]2[C:9](=[CH:10][CH:11]=1)[NH:8][C:7]([C:12]([O:14][CH2:15][CH3:16])=[O:13])=[CH:6]2.[Br:17]Br, predict the reaction product. The product is: [Br:17][C:4]1[C:3]([O:2][CH3:1])=[CH:11][CH:10]=[C:9]2[C:5]=1[CH:6]=[C:7]([C:12]([O:14][CH2:15][CH3:16])=[O:13])[NH:8]2. (2) The product is: [CH:7]1[C:2]([OH:8])=[CH:3][CH:4]=[C:5]([S:9]([OH:12])(=[O:11])=[O:10])[CH:6]=1. Given the reactants O.[C:2]1([OH:8])[CH:7]=[CH:6][CH:5]=[CH:4][CH:3]=1.[S:9](=O)(=[O:12])([OH:11])[OH:10], predict the reaction product. (3) Given the reactants [OH:1][N:2]=[C:3]([C:26]1[CH:31]=[CH:30][N:29]=[C:28]([CH3:32])[CH:27]=1)[CH2:4][CH:5]([C:13]1[CH:18]=[CH:17][C:16]([C:19]#[C:20][CH2:21][CH2:22][C:23]([OH:25])=[O:24])=[CH:15][CH:14]=1)[C:6]1[CH:11]=[CH:10][CH:9]=[CH:8][C:7]=1[CH3:12], predict the reaction product. The product is: [OH:1][N:2]=[C:3]([C:26]1[CH:31]=[CH:30][N:29]=[C:28]([CH3:32])[CH:27]=1)[CH2:4][CH:5]([C:13]1[CH:18]=[CH:17][C:16]([CH2:19][CH2:20][CH2:21][CH2:22][C:23]([OH:25])=[O:24])=[CH:15][CH:14]=1)[C:6]1[CH:11]=[CH:10][CH:9]=[CH:8][C:7]=1[CH3:12]. (4) Given the reactants Br[C:2]1[CH:3]=[CH:4][C:5]2[O:10][CH2:9][CH:8]([CH2:11][OH:12])[O:7][C:6]=2[CH:13]=1.[C:14]([Cu])#[N:15].[C-]#N.[Na+], predict the reaction product. The product is: [OH:12][CH2:11][CH:8]1[CH2:9][O:10][C:5]2[CH:4]=[CH:3][C:2]([C:14]#[N:15])=[CH:13][C:6]=2[O:7]1. (5) Given the reactants [F:1][C:2]1[CH:8]=[CH:7][C:5]([NH2:6])=[C:4]([N+:9]([O-:11])=[O:10])[CH:3]=1.C([O:14][CH:15]=[C:16]([C:22](OCC)=O)[C:17]([O:19][CH2:20][CH3:21])=[O:18])C, predict the reaction product. The product is: [CH2:20]([O:19][C:17]([CH:16]1[C:15](=[O:14])[C:7]2[C:5](=[C:4]([N+:9]([O-:11])=[O:10])[CH:3]=[C:2]([F:1])[CH:8]=2)[N:6]=[CH:22]1)=[O:18])[CH3:21]. (6) Given the reactants Br[C:2]1[CH:3]=[CH:4][C:5]2[O:11][CH2:10][CH2:9][N:8]3[C:12]([CH2:18][N:19]4[CH2:23][CH2:22][C@@H:21]([OH:24])[CH2:20]4)=[C:13]([C:15]([NH2:17])=[O:16])[N:14]=[C:7]3[C:6]=2[CH:25]=1.BrC1C=CC2OCCN3C(CN4CCCC4)=C(C(N)=O)N=C3C=2C=1.O[C@@H]1CCNC1.[CH3:56][C:57]([OH:61])([C:59]#[CH:60])[CH3:58], predict the reaction product. The product is: [OH:61][C:57]([CH3:58])([CH3:56])[C:59]#[C:60][C:2]1[CH:3]=[CH:4][C:5]2[O:11][CH2:10][CH2:9][N:8]3[C:12]([CH2:18][N:19]4[CH2:23][CH2:22][C@@H:21]([OH:24])[CH2:20]4)=[C:13]([C:15]([NH2:17])=[O:16])[N:14]=[C:7]3[C:6]=2[CH:25]=1.